From a dataset of Forward reaction prediction with 1.9M reactions from USPTO patents (1976-2016). Predict the product of the given reaction. (1) Given the reactants [C:1]([N:4]([CH3:47])[C:5]1[CH:10]=[CH:9][C:8]([C:11]2[N:12]=[C:13]3[C:19]4[CH:20]=[CH:21][CH:22]=[CH:23][C:18]=4[NH:17][C:16]4[N:24]=[CH:25][CH:26]=[CH:27][C:15]=4[N:14]3[C:28]=2[C:29]2[CH:34]=[CH:33][C:32]([C:35]3([NH:39]C(=O)OC(C)(C)C)[CH2:38][CH2:37][CH2:36]3)=[CH:31][CH:30]=2)=[CH:7][CH:6]=1)(=[O:3])[CH3:2].[ClH:48].O1CCOCC1, predict the reaction product. The product is: [ClH:48].[ClH:48].[ClH:48].[NH2:39][C:35]1([C:32]2[CH:33]=[CH:34][C:29]([C:28]3[N:14]4[C:15]5[CH:27]=[CH:26][CH:25]=[N:24][C:16]=5[NH:17][C:18]5[CH:23]=[CH:22][CH:21]=[CH:20][C:19]=5[C:13]4=[N:12][C:11]=3[C:8]3[CH:7]=[CH:6][C:5]([N:4]([CH3:47])[C:1](=[O:3])[CH3:2])=[CH:10][CH:9]=3)=[CH:30][CH:31]=2)[CH2:38][CH2:37][CH2:36]1. (2) Given the reactants [OH:1][CH:2]1[CH2:7][CH2:6][NH:5][CH2:4][CH2:3]1.CCN(CC)CC.[Cl-].[C:16]([SiH:20]([CH3:22])[CH3:21])([CH3:19])([CH3:18])[CH3:17], predict the reaction product. The product is: [C:16]([Si:20]([CH3:22])([CH3:21])[O:1][CH:2]1[CH2:7][CH2:6][NH:5][CH2:4][CH2:3]1)([CH3:19])([CH3:18])[CH3:17]. (3) Given the reactants [Cl:1][C:2]1[CH:7]=[CH:6][CH:5]=[CH:4][C:3]=1[CH:8]([NH:18][C:19]([C:21]1[CH:29]=[C:28]2[C:24]([CH:25]=[CH:26][NH:27]2)=[CH:23][CH:22]=1)=[O:20])[CH2:9][O:10][CH2:11][CH:12]1[CH2:17][CH2:16][NH:15][CH2:14][CH2:13]1.[CH3:30][C:31]([CH3:33])=O, predict the reaction product. The product is: [Cl:1][C:2]1[CH:7]=[CH:6][CH:5]=[CH:4][C:3]=1[CH:8]([NH:18][C:19]([C:21]1[CH:29]=[C:28]2[C:24]([CH:25]=[CH:26][NH:27]2)=[CH:23][CH:22]=1)=[O:20])[CH2:9][O:10][CH2:11][CH:12]1[CH2:17][CH2:16][N:15]([CH:31]([CH3:33])[CH3:30])[CH2:14][CH2:13]1. (4) Given the reactants [F:1][C:2]1[CH:22]=[CH:21][C:5]([CH2:6][C:7]2([OH:20])[CH2:12][CH2:11][N:10](C(OC(C)(C)C)=O)[CH2:9][CH2:8]2)=[CH:4][CH:3]=1.[ClH:23].C(O)C, predict the reaction product. The product is: [ClH:23].[F:1][C:2]1[CH:3]=[CH:4][C:5]([CH2:6][C:7]2([OH:20])[CH2:8][CH2:9][NH:10][CH2:11][CH2:12]2)=[CH:21][CH:22]=1.